The task is: Predict the product of the given reaction.. This data is from Forward reaction prediction with 1.9M reactions from USPTO patents (1976-2016). (1) Given the reactants Br[C:2]1[CH:11]=[CH:10][C:9]([Cl:12])=[CH:8][C:3]=1[C:4]([O:6][CH3:7])=[O:5].[F:13][C:14]1[CH:20]=[CH:19][C:17]([NH2:18])=[CH:16][C:15]=1[N+:21]([O-:23])=[O:22].C(=O)([O-])[O-].[Cs+].[Cs+].C1(C)C=CC=CC=1, predict the reaction product. The product is: [Cl:12][C:9]1[CH:10]=[CH:11][C:2]([NH:18][C:17]2[CH:19]=[CH:20][C:14]([F:13])=[C:15]([N+:21]([O-:23])=[O:22])[CH:16]=2)=[C:3]([CH:8]=1)[C:4]([O:6][CH3:7])=[O:5]. (2) The product is: [C:16]([Si:13]([CH3:15])([CH3:14])[O:12][CH:11]1[CH2:20][CH2:21][CH2:22][CH:9]([OH:8])[CH2:10]1)([CH3:19])([CH3:18])[CH3:17]. Given the reactants C([O:8][C:9]1[CH:10]=[C:11]([CH:20]=[CH:21][CH:22]=1)[O:12][Si:13]([C:16]([CH3:19])([CH3:18])[CH3:17])([CH3:15])[CH3:14])C1C=CC=CC=1, predict the reaction product. (3) Given the reactants [Cl:1][C:2]1[CH:7]=[CH:6][C:5]([C:8](=O)[CH2:9][CH2:10][C:11]([OH:13])=[O:12])=[CH:4][C:3]=1[S:15](=[O:24])(=[O:23])[NH:16][CH:17]1[CH2:22][CH2:21][CH2:20][CH2:19][CH2:18]1.[OH-].[K+].Cl.[CH3:28][O:29][C:30]1[CH:35]=[CH:34][C:33]([NH:36]N)=[CH:32][CH:31]=1, predict the reaction product. The product is: [NH3:16].[Cl:1][C:2]1[CH:7]=[CH:6][C:5]([C:8]2[NH:36][C:33]3[C:34]([C:9]=2[CH2:10][C:11]([OH:13])=[O:12])=[CH:35][C:30]([O:29][CH3:28])=[CH:31][CH:32]=3)=[CH:4][C:3]=1[S:15](=[O:24])(=[O:23])[NH:16][CH:17]1[CH2:22][CH2:21][CH2:20][CH2:19][CH2:18]1.